Dataset: Forward reaction prediction with 1.9M reactions from USPTO patents (1976-2016). Task: Predict the product of the given reaction. (1) Given the reactants CO[CH:3](OC)[CH2:4][N:5]([CH2:16][C:17]1[CH:21]=[CH:20][S:19][CH:18]=1)S(C1C=CC(C)=CC=1)(=O)=O.Cl.C(Cl)Cl, predict the reaction product. The product is: [S:19]1[C:18]2[CH:3]=[CH:4][N:5]=[CH:16][C:17]=2[CH:21]=[CH:20]1. (2) Given the reactants [CH3:1][O:2][C:3](=[O:13])[C:4]1[CH:9]=[CH:8][CH:7]=[C:6]([CH2:10][CH2:11][NH2:12])[CH:5]=1.[CH3:14][S:15](Cl)(=[O:17])=[O:16].C(N(CC)CC)C, predict the reaction product. The product is: [CH3:1][O:2][C:3](=[O:13])[C:4]1[CH:9]=[CH:8][CH:7]=[C:6]([CH2:10][CH2:11][NH:12][S:15]([CH3:14])(=[O:17])=[O:16])[CH:5]=1. (3) Given the reactants [C:1]([C:4]1[CH:9]=[CH:8][C:7]([S:10]([NH:13][C:14]2[CH:19]=[CH:18][CH:17]=[CH:16][N:15]=2)(=[O:12])=[O:11])=[CH:6][CH:5]=1)(=[O:3])[CH3:2].[NH2:20][C:21]1[CH:26]=[CH:25][CH:24]=[CH:23][C:22]=1[C:27]#[C:28][C:29]1[C:30]([O:39][CH3:40])=[CH:31][C:32]([O:37][CH3:38])=[C:33]([CH:36]=1)[CH:34]=O.C[O-].[Li+], predict the reaction product. The product is: [NH2:20][C:21]1[CH:26]=[CH:25][CH:24]=[CH:23][C:22]=1[C:27]#[C:28][C:29]1[C:30]([O:39][CH3:40])=[CH:31][C:32]([O:37][CH3:38])=[C:33](/[CH:34]=[CH:2]/[C:1]([C:4]2[CH:5]=[CH:6][C:7]([S:10]([NH:13][C:14]3[CH:19]=[CH:18][CH:17]=[CH:16][N:15]=3)(=[O:12])=[O:11])=[CH:8][CH:9]=2)=[O:3])[CH:36]=1. (4) Given the reactants C1C=[CH:3][NH+:4]=[CH:5]C=1.[O-][Cr](Cl)(=O)=O.[CH3:12][C:13]([C:19]([F:22])([F:21])[F:20])([CH:17]=[CH2:18])[CH2:14][CH2:15]O.CC1C=CC(S(C[N+:34]#[C-])(=O)=O)=CC=1.CC(C)([O-])C.[K+], predict the reaction product. The product is: [CH3:12][C:13]([C:19]([F:22])([F:21])[F:20])([CH:17]=[CH2:18])[CH2:14][C:15]1[N:34]=[CH:3][NH:4][CH:5]=1. (5) Given the reactants [Cl:1][C:2]1[CH:7]=[C:6]([C:8]([OH:10])=[O:9])[CH:5]=[C:4]([Cl:11])[N:3]=1.S(Cl)(Cl)=O.C([O-])(O)=O.[Na+], predict the reaction product. The product is: [CH2:4]([O:9][C:8](=[O:10])[C:6]1[CH:5]=[C:4]([Cl:11])[N:3]=[C:2]([Cl:1])[CH:7]=1)[CH2:5][CH2:6][CH3:7]. (6) Given the reactants FC(F)(F)C(O)=O.C(OC(=O)[NH:14][C:15]1[O:19][N:18]=[C:17]([C:20]([CH3:28])([CH3:27])[CH2:21][N:22]([C:24](=[O:26])[CH3:25])[CH3:23])[CH:16]=1)(C)(C)C, predict the reaction product. The product is: [NH2:14][C:15]1[O:19][N:18]=[C:17]([C:20]([CH3:28])([CH3:27])[CH2:21][N:22]([CH3:23])[C:24](=[O:26])[CH3:25])[CH:16]=1. (7) Given the reactants [C:1]([CH:3]([C:11]1[CH:16]=[CH:15][CH:14]=[C:13]([F:17])[C:12]=1[F:18])[CH2:4][CH2:5][C:6](OCC)=[O:7])#[N:2], predict the reaction product. The product is: [F:18][C:12]1[C:13]([F:17])=[CH:14][CH:15]=[CH:16][C:11]=1[CH:3]1[CH2:1][NH:2][C:6](=[O:7])[CH2:5][CH2:4]1. (8) Given the reactants [F:1][C:2]([F:13])([C:6]1[CH:11]=[CH:10][C:9]([F:12])=[CH:8][N:7]=1)[C:3](O)=O.[NH2:14][C:15]1[C:23]([Br:24])=[CH:22][CH:21]=[CH:20][C:16]=1[C:17](O)=[O:18].P(OC1C=CC=CC=1)(OC1C=CC=CC=1)OC1C=CC=CC=1.Cl.[NH2:48]CCC(OCC)=O, predict the reaction product. The product is: [Br:24][C:23]1[CH:22]=[CH:21][CH:20]=[C:16]2[C:15]=1[N:14]=[C:3]([C:2]([F:13])([F:1])[C:6]1[CH:11]=[CH:10][C:9]([F:12])=[CH:8][N:7]=1)[N:48]=[C:17]2[OH:18].